From a dataset of Full USPTO retrosynthesis dataset with 1.9M reactions from patents (1976-2016). Predict the reactants needed to synthesize the given product. Given the product [CH3:15][C:16]1[C:20]([C:2]2[NH:3][C:4]3[C:9]([C:10]=2[CH:11]=[O:12])=[CH:8][C:7]([O:13][CH3:14])=[CH:6][CH:5]=3)=[C:19]([CH3:30])[NH:18][N:17]=1, predict the reactants needed to synthesize it. The reactants are: Br[C:2]1[NH:3][C:4]2[C:9]([C:10]=1[CH:11]=[O:12])=[CH:8][C:7]([O:13][CH3:14])=[CH:6][CH:5]=2.[CH3:15][C:16]1[C:20](B2OC(C)(C)C(C)(C)O2)=[C:19]([CH3:30])[NH:18][N:17]=1.C1C=CC(P(C2C=CC=CC=2)C2C=CC=CC=2)=CC=1.[O-]P([O-])([O-])=O.[K+].[K+].[K+].